Dataset: Reaction yield outcomes from USPTO patents with 853,638 reactions. Task: Predict the reaction yield, written as a fraction of the theoretical maximum amount of product (1.0 means a 100% yield; for example, 0.34 means a 34% yield). (1) The reactants are Br[C:2]1[CH:31]=[CH:30][C:5]2[C:6]3[N:7]([CH:11]=[C:12]([C:14]4[N:18]([C:19]5[CH:24]=[CH:23][CH:22]=[CH:21][C:20]=5[Cl:25])[N:17]=[C:16]([NH:26][C:27](=[O:29])[OH:28])[N:15]=4)[N:13]=3)[CH2:8][CH2:9][O:10][C:4]=2[CH:3]=1.[Cl:32][C:33]1[CH:38]=[CH:37][C:36](B(O)O)=[CH:35][CH:34]=1.C([O-])([O-])=O.[Cs+].[Cs+]. The catalyst is O1CCOCC1.O. The product is [Cl:25][C:20]1[CH:21]=[CH:22][CH:23]=[CH:24][C:19]=1[N:18]1[C:14]([C:12]2[N:13]=[C:6]3[C:5]4[CH:30]=[CH:31][C:2]([C:36]5[CH:37]=[CH:38][C:33]([Cl:32])=[CH:34][CH:35]=5)=[CH:3][C:4]=4[O:10][CH2:9][CH2:8][N:7]3[CH:11]=2)=[N:15][C:16]([NH:26][C:27](=[O:29])[OH:28])=[N:17]1. The yield is 0.210. (2) The reactants are Cl[C:2]1[N:7]=[C:6]([N:8]([CH3:13])[S:9]([CH3:12])(=[O:11])=[O:10])[C:5]([F:14])=[C:4]([NH:15][C:16]2[CH:20]=[C:19]([CH3:21])[NH:18][N:17]=2)[N:3]=1.ClC1C(NC2C=C(OC)NN=2)=NC([NH:29][C@H:30]([C:32]2[N:37]=[CH:36][C:35]([F:38])=[CH:34][N:33]=2)[CH3:31])=NC=1.CCN(C(C)C)C(C)C. The catalyst is CCCCO. The product is [F:14][C:5]1[C:6]([N:8]([CH3:13])[S:9]([CH3:12])(=[O:11])=[O:10])=[N:7][C:2]([NH:29][C@H:30]([C:32]2[N:37]=[CH:36][C:35]([F:38])=[CH:34][N:33]=2)[CH3:31])=[N:3][C:4]=1[NH:15][C:16]1[CH:20]=[C:19]([CH3:21])[NH:18][N:17]=1. The yield is 0.620. (3) The reactants are [F:1][C:2]1[CH:9]=[C:8]([CH3:10])[CH:7]=[CH:6][C:3]=1[C:4]#[N:5].C(OOC(=O)C1C=CC=CC=1)(=O)C1C=CC=CC=1.[Br:29]N1C(=O)CCC1=O. The catalyst is C(Cl)(Cl)(Cl)Cl. The product is [Br:29][CH2:10][C:8]1[CH:7]=[CH:6][C:3]([C:4]#[N:5])=[C:2]([F:1])[CH:9]=1. The yield is 0.560. (4) The yield is 0.650. The reactants are [Cl:1][C:2]1[CH:3]=[C:4]([C:8]2[CH:13]=[C:12]([C:14](=[O:36])[NH:15][CH2:16][CH2:17][CH2:18][CH2:19][CH2:20][CH2:21][O:22][C:23](=[O:35])[NH:24][C:25]3[C:34]4[C:29](=[CH:30][CH:31]=[CH:32][CH:33]=4)[CH:28]=[CH:27][CH:26]=3)[CH:11]=[C:10]([C:37]3[CH:42]=[CH:41][CH:40]=[C:39]([Cl:43])[CH:38]=3)[C:9]=2[OH:44])[CH:5]=[CH:6][CH:7]=1.C([O-])([O-])=O.[K+].[K+].Br[CH2:52][C:53]([O:55][CH3:56])=[O:54]. The catalyst is CN(C=O)C. The product is [CH3:56][O:55][C:53](=[O:54])[CH2:52][O:44][C:9]1[C:8]([C:4]2[CH:5]=[CH:6][CH:7]=[C:2]([Cl:1])[CH:3]=2)=[CH:13][C:12]([C:14](=[O:36])[NH:15][CH2:16][CH2:17][CH2:18][CH2:19][CH2:20][CH2:21][O:22][C:23](=[O:35])[NH:24][C:25]2[C:34]3[C:29](=[CH:30][CH:31]=[CH:32][CH:33]=3)[CH:28]=[CH:27][CH:26]=2)=[CH:11][C:10]=1[C:37]1[CH:42]=[CH:41][CH:40]=[C:39]([Cl:43])[CH:38]=1. (5) The reactants are Cl[S:2]([C:5]1[S:6][C:7]([CH2:10][O:11][CH2:12][C:13]2[CH:18]=[CH:17][CH:16]=[CH:15][CH:14]=2)=[CH:8][CH:9]=1)(=[O:4])=[O:3].[NH2:19][C:20]1[O:24][N:23]=[C:22]([CH3:25])[C:21]=1[Br:26]. No catalyst specified. The product is [Br:26][C:21]1[C:22]([CH3:25])=[N:23][O:24][C:20]=1[NH:19][S:2]([C:5]1[S:6][C:7]([CH2:10][O:11][CH2:12][C:13]2[CH:18]=[CH:17][CH:16]=[CH:15][CH:14]=2)=[CH:8][CH:9]=1)(=[O:4])=[O:3]. The yield is 0.310. (6) The catalyst is [OH-].[Na+]. The reactants are [BH4-].[Na+].N[C@H:4]([C:7]([OH:9])=[O:8])[CH2:5][SeH:6].Cl[CH2:11][C:12]1[CH:17]=[CH:16][C:15]([CH3:18])=[CH:14][CH:13]=1. The yield is 0.410. The product is [CH3:11][C:12]1[CH:17]=[CH:16][C:15]([CH2:18][Se:6][CH2:5][CH2:4][C:7]([OH:9])=[O:8])=[CH:14][CH:13]=1. (7) The reactants are [Br:1][C:2]1[CH:7]=[CH:6][C:5]([CH2:8][CH2:9][CH2:10][C:11]([OH:13])=O)=[CH:4][CH:3]=1.[OH-].[Na+]. No catalyst specified. The product is [Br:1][C:2]1[CH:3]=[C:4]2[C:5]([CH2:8][CH2:9][CH2:10][C:11]2=[O:13])=[CH:6][CH:7]=1. The yield is 0.550. (8) The reactants are CC(C)([O-])C.[K+].[NH:7]1[CH:11]=[CH:10][N:9]=[CH:8]1.[Br:12][C:13]1[CH:18]=[CH:17][C:16]([C:19]([F:22])([F:21])[F:20])=[CH:15][C:14]=1F.O1CCOCC1. The catalyst is O. The product is [Br:12][C:13]1[CH:14]=[CH:15][C:16]([C:19]([F:20])([F:21])[F:22])=[CH:17][C:18]=1[N:7]1[CH:11]=[CH:10][N:9]=[CH:8]1. The yield is 0.533. (9) The reactants are [Br:1][C:2]1[C:3]([CH3:9])=[C:4]([CH:6]=[CH:7][CH:8]=1)[NH2:5].C(OC(=O)C)(=O)C.C([O-])(=O)C.[K+].[N:22](OCCC(C)C)=O. The catalyst is C(Cl)(Cl)Cl. The yield is 0.340. The product is [Br:1][C:2]1[CH:8]=[CH:7][CH:6]=[C:4]2[C:3]=1[CH:9]=[N:22][NH:5]2. (10) The reactants are [O:1]=[C:2]1[CH2:11][N:10]([C:12]2[CH:17]=[CH:16][CH:15]=[CH:14][CH:13]=2)[C:9]2[N:8]=[C:7]([C:18]3[CH:23]=[CH:22][N:21]=[CH:20][CH:19]=3)[N:6]=[C:5]([C:24]([O:26]CC)=O)[C:4]=2[NH:3]1.ClC1N=C(C(OCC)=O)C2NC(=O)CN(C3C=CC=CC=3)C=2[N:31]=1.C([Sn](CCCC)(CCCC)C1C=CN=CC=1)CCC. The catalyst is CN(C=O)C.C(Cl)Cl.Cl[Pd](Cl)([P](C1C=CC=CC=1)(C1C=CC=CC=1)C1C=CC=CC=1)[P](C1C=CC=CC=1)(C1C=CC=CC=1)C1C=CC=CC=1. The product is [O:1]=[C:2]1[CH2:11][N:10]([C:12]2[CH:17]=[CH:16][CH:15]=[CH:14][CH:13]=2)[C:9]2[N:8]=[C:7]([C:18]3[CH:19]=[CH:20][N:21]=[CH:22][CH:23]=3)[N:6]=[C:5]([C:24]([NH2:31])=[O:26])[C:4]=2[NH:3]1. The yield is 0.500.